The task is: Predict which catalyst facilitates the given reaction.. This data is from Catalyst prediction with 721,799 reactions and 888 catalyst types from USPTO. (1) Reactant: [N+:1]([C:4]1[CH:9]=[CH:8][C:7]([CH2:10][CH2:11][N:12]2[CH2:17][CH2:16][N:15]([C:18](=O)[CH:19]([C:21]3[CH:26]=[CH:25][C:24]([N+:27]([O-:29])=[O:28])=[CH:23][CH:22]=3)[CH3:20])[CH2:14][CH2:13]2)=[CH:6][CH:5]=1)([O-:3])=[O:2].Cl.[OH-].[Na+]. Product: [N+:1]([C:4]1[CH:9]=[CH:8][C:7]([CH2:10][CH2:11][N:12]2[CH2:13][CH2:14][N:15]([CH2:18][CH:19]([C:21]3[CH:22]=[CH:23][C:24]([N+:27]([O-:29])=[O:28])=[CH:25][CH:26]=3)[CH3:20])[CH2:16][CH2:17]2)=[CH:6][CH:5]=1)([O-:3])=[O:2]. The catalyst class is: 1. (2) Reactant: [CH3:1][CH:2]([CH3:26])[CH2:3][CH:4]([C:17]1[CH:25]=[CH:24][C:20]([C:21]([OH:23])=O)=[CH:19][CH:18]=1)[NH:5][C:6]1[CH:7]=[N:8][C:9]2[C:14]([CH:15]=1)=[CH:13][CH:12]=[C:11]([CH3:16])[CH:10]=2.Cl.[CH3:28][O:29][C:30](=[O:34])[CH2:31][CH2:32][NH2:33].CN(C(ON1N=NC2C=CC=CC1=2)=[N+](C)C)C.F[P-](F)(F)(F)(F)F. Product: [CH3:28][O:29][C:30](=[O:34])[CH2:31][CH2:32][NH:33][C:21](=[O:23])[C:20]1[CH:19]=[CH:18][C:17]([CH:4]([NH:5][C:6]2[CH:7]=[N:8][C:9]3[C:14]([CH:15]=2)=[CH:13][CH:12]=[C:11]([CH3:16])[CH:10]=3)[CH2:3][CH:2]([CH3:26])[CH3:1])=[CH:25][CH:24]=1. The catalyst class is: 91. (3) Reactant: C([O:4][CH2:5][CH2:6][CH2:7][N:8]1[C:13](=[O:14])[C:12]2[N:15]([CH3:29])[C:16]([C:18]3[CH:23]=[CH:22][CH:21]=[C:20]([O:24][C:25]([F:28])([F:27])[F:26])[CH:19]=3)=[CH:17][C:11]=2[N:10]([CH3:30])[C:9]1=[O:31])(=O)C.O[Li].O. Product: [OH:4][CH2:5][CH2:6][CH2:7][N:8]1[C:13](=[O:14])[C:12]2[N:15]([CH3:29])[C:16]([C:18]3[CH:23]=[CH:22][CH:21]=[C:20]([O:24][C:25]([F:28])([F:27])[F:26])[CH:19]=3)=[CH:17][C:11]=2[N:10]([CH3:30])[C:9]1=[O:31]. The catalyst class is: 569. (4) Reactant: [CH3:1][C:2]([CH3:29])([CH3:28])[C:3]([O:5][NH:6][C@H:7]([C:25]([OH:27])=[O:26])[CH2:8][S:9][C:10]1[C:15]([N+:16]([O-])=O)=[CH:14][CH:13]=[CH:12][C:11]=1[C:19]1[CH:24]=[CH:23][CH:22]=[CH:21][CH:20]=1)=[O:4]. Product: [NH2:16][C:15]1[C:10]([S:9][CH2:8][C@@H:7]([C:25]([OH:27])=[O:26])[NH:6][O:5][C:3](=[O:4])[C:2]([CH3:28])([CH3:29])[CH3:1])=[C:11]([C:19]2[CH:20]=[CH:21][CH:22]=[CH:23][CH:24]=2)[CH:12]=[CH:13][CH:14]=1. The catalyst class is: 43. (5) The catalyst class is: 172. Reactant: [N:1]([C@@H:4]1[C:9](=[O:10])[O:8][C@H:7]([C@@H:11]([OH:14])[CH2:12][OH:13])[C@@H:6]2[O:15][C:16]([CH3:19])([CH3:18])[O:17][C@H:5]12)=[N+:2]=[N-:3].C(N(CC)CC)C.[Si:27](Cl)([C:30]([CH3:33])([CH3:32])[CH3:31])([CH3:29])[CH3:28]. Product: [N:1]([C@@H:4]1[C:9](=[O:10])[O:8][C@H:7]([C@@H:11]([OH:14])[CH2:12][O:13][Si:27]([C:30]([CH3:33])([CH3:32])[CH3:31])([CH3:29])[CH3:28])[C@@H:6]2[O:15][C:16]([CH3:19])([CH3:18])[O:17][C@H:5]12)=[N+:2]=[N-:3]. (6) Reactant: [Cl:1][C:2]1[CH:7]=[CH:6][C:5]([C:8]2[C:14]3[CH:15]=[C:16]([O:19][CH3:20])[CH:17]=[CH:18][C:13]=3[N:12]3[C:21]([CH3:24])=[N:22][N:23]=[C:11]3[C@H:10]([CH2:25][C:26](O)=[O:27])[N:9]=2)=[CH:4][CH:3]=1.[NH2:29][CH2:30][CH2:31][C:32]1[N:36]=[CH:35][NH:34][CH:33]=1.CCOC(C(C#N)=NOC(N1CCOCC1)=[N+](C)C)=O.F[P-](F)(F)(F)(F)F.CCN(C(C)C)C(C)C. Product: [Cl:1][C:2]1[CH:3]=[CH:4][C:5]([C:8]2[C:14]3[CH:15]=[C:16]([O:19][CH3:20])[CH:17]=[CH:18][C:13]=3[N:12]3[C:21]([CH3:24])=[N:22][N:23]=[C:11]3[C@H:10]([CH2:25][C:26]([NH:29][CH2:30][CH2:31][C:32]3[N:36]=[CH:35][NH:34][CH:33]=3)=[O:27])[N:9]=2)=[CH:6][CH:7]=1. The catalyst class is: 3. (7) Reactant: [C:1]([O:5][C:6](=[O:21])[CH2:7]/[C:8](=[CH:12]\[CH2:13][CH2:14][C:15]1[CH:20]=[CH:19][CH:18]=[CH:17][CH:16]=1)/[C:9]([OH:11])=[O:10])([CH3:4])([CH3:3])[CH3:2]. Product: [C:1]([O:5][C:6](=[O:21])[CH2:7][C@@H:8]([CH2:12][CH2:13][CH2:14][C:15]1[CH:16]=[CH:17][CH:18]=[CH:19][CH:20]=1)[C:9]([OH:11])=[O:10])([CH3:4])([CH3:2])[CH3:3]. The catalyst class is: 5. (8) Product: [CH3:12][C:3]1([C:7]([O:9][CH2:10][CH3:11])=[O:8])[CH2:4][CH2:5][CH2:6][C:2]1=[O:1]. Reactant: [O:1]=[C:2]1[CH2:6][CH2:5][CH2:4][CH:3]1[C:7]([O:9][CH2:10][CH3:11])=[O:8].[C:12]([O-])([O-])=O.[K+].[K+].CI. The catalyst class is: 21.